From a dataset of Reaction yield outcomes from USPTO patents with 853,638 reactions. Predict the reaction yield, written as a fraction of the theoretical maximum amount of product (1.0 means a 100% yield; for example, 0.34 means a 34% yield). The reactants are [NH2:1][C:2]1[CH:7]=[CH:6][C:5]([C:8]2[N:13]=[C:12]([N:14]3[CH2:19][CH2:18][O:17][CH2:16][CH2:15]3)[N:11]=[C:10]([C:20]3[CH:25]=[CH:24][C:23]([NH:26][C:27]([NH:29][CH3:30])=[O:28])=[CH:22][CH:21]=3)[N:9]=2)=[CH:4][CH:3]=1.[C:31]([C:34]1[CH:35]=[C:36]([NH:40][C:41](=[O:49])OC2C=CC=CC=2)[CH:37]=[CH:38][CH:39]=1)(=[O:33])[NH2:32]. No catalyst specified. The product is [CH3:30][NH:29][C:27]([NH:26][C:23]1[CH:22]=[CH:21][C:20]([C:10]2[N:11]=[C:12]([N:14]3[CH2:15][CH2:16][O:17][CH2:18][CH2:19]3)[N:13]=[C:8]([C:5]3[CH:4]=[CH:3][C:2]([NH:1][C:41]([NH:40][C:36]4[CH:35]=[C:34]([CH:39]=[CH:38][CH:37]=4)[C:31]([NH2:32])=[O:33])=[O:49])=[CH:7][CH:6]=3)[N:9]=2)=[CH:25][CH:24]=1)=[O:28]. The yield is 0.0400.